Dataset: Peptide-MHC class II binding affinity with 134,281 pairs from IEDB. Task: Regression. Given a peptide amino acid sequence and an MHC pseudo amino acid sequence, predict their binding affinity value. This is MHC class II binding data. The peptide sequence is AAFKIAATAANSAPA. The MHC is HLA-DQA10102-DQB10602 with pseudo-sequence HLA-DQA10102-DQB10602. The binding affinity (normalized) is 0.704.